From a dataset of Full USPTO retrosynthesis dataset with 1.9M reactions from patents (1976-2016). Predict the reactants needed to synthesize the given product. (1) Given the product [F:17][C:18]1[CH:48]=[CH:47][CH:46]=[CH:45][C:19]=1[CH2:20][N:21]1[CH:30]([C:31]([N:8]2[CH2:7][CH2:6][C:5]3[C:10](=[CH:11][C:12]([O:13][CH3:14])=[C:3]([O:2][CH3:1])[CH:4]=3)[C@H:9]2[CH2:15][OH:16])=[O:32])[CH2:29][C:28]2[C:23](=[CH:24][CH:25]=[CH:26][CH:27]=2)[CH2:22]1, predict the reactants needed to synthesize it. The reactants are: [CH3:1][O:2][C:3]1[CH:4]=[C:5]2[C:10](=[CH:11][C:12]=1[O:13][CH3:14])[CH:9]([CH2:15][OH:16])[NH:8][CH2:7][CH2:6]2.[F:17][C:18]1[CH:48]=[CH:47][CH:46]=[CH:45][C:19]=1[CH2:20][N:21]1[C@H:30]([C:31](OC2C(F)=C(F)C(F)=C(F)C=2F)=[O:32])[CH2:29][C:28]2[C:23](=[CH:24][CH:25]=[CH:26][CH:27]=2)[CH2:22]1.C(N(C(C)C)CC)(C)C. (2) Given the product [N:1]1[C:10]2[C:5](=[CH:6][CH:7]=[CH:8][CH:9]=2)[C:4]([CH2:11][NH:12][S:13]([C:16]2[S:17][C:18]([C:26]3[CH:27]=[CH:28][C:23]([Cl:22])=[CH:24][CH:25]=3)=[CH:19][CH:20]=2)(=[O:15])=[O:14])=[CH:3][CH:2]=1, predict the reactants needed to synthesize it. The reactants are: [N:1]1[C:10]2[C:5](=[CH:6][CH:7]=[CH:8][CH:9]=2)[C:4]([CH2:11][NH:12][S:13]([C:16]2[S:17][C:18](Br)=[CH:19][CH:20]=2)(=[O:15])=[O:14])=[CH:3][CH:2]=1.[Cl:22][C:23]1[CH:28]=[CH:27][C:26](B(O)O)=[CH:25][CH:24]=1.C([O-])([O-])=O.[K+].[K+]. (3) Given the product [CH3:13][O:12][C:9]1[CH:10]=[C:11]2[C:6](=[CH:7][C:8]=1[O:14][CH3:15])[N:5]=[CH:4][N:3]=[C:2]2[N:26]1[CH2:25][CH2:24][CH:23]([NH:22][C:21]([NH:41][C:42]2[CH:43]=[CH:44][C:45]([O:48][CH:49]([CH3:51])[CH3:50])=[CH:46][CH:47]=2)=[O:29])[CH2:28][CH2:27]1, predict the reactants needed to synthesize it. The reactants are: Cl[C:2]1[C:11]2[C:6](=[CH:7][C:8]([O:14][CH3:15])=[C:9]([O:12][CH3:13])[CH:10]=2)[N:5]=[CH:4][N:3]=1.C(O[C:21](=[O:29])[NH:22][CH:23]1[CH2:28][CH2:27][NH:26][CH2:25][CH2:24]1)(C)(C)C.[N+](C1C=CC(OC(=O)[NH:41][C:42]2[CH:47]=[CH:46][C:45]([O:48][CH:49]([CH3:51])[CH3:50])=[CH:44][CH:43]=2)=CC=1)([O-])=O. (4) Given the product [CH3:1][C@@H:2]1[O:7][C@@H:6]([O:8][C@@H:9]2[C:18]3=[C:17]([OH:19])[C:16]4[C:20](=[O:21])[C:22]5[C:23](=[CH:26][CH:27]=[CH:28][C:29]=5[O:30][CH3:31])[C:24](=[O:25])[C:15]=4[C:14]([OH:32])=[C:13]3[CH2:12][C@@:11]([OH:52])([C:33]([CH2:50][OH:51])=[O:57])[CH2:10]2)[CH2:5][C@H:4]([NH2:53])[C@@H:3]1[OH:54], predict the reactants needed to synthesize it. The reactants are: [CH3:1][C@@H:2]1[O:7][C@@H:6]([O:8][C@@H:9]2[C:18]3[C:13](=[C:14]([OH:32])[C:15]4[C:24](=[O:25])[C:23]5[CH:26]=[CH:27][CH:28]=[C:29]([O:30][CH3:31])[C:22]=5[C:20](=[O:21])[C:16]=4[C:17]=3[OH:19])[CH2:12][C@@:11]([OH:52])(/[C:33](/[CH2:50][OH:51])=N\NC(CCCCCN3C(=O)C=CC3=O)=O)[CH2:10]2)[CH2:5][C@H:4]([NH2:53])[C@@H:3]1[OH:54].CS(C)=[O:57].